This data is from Reaction yield outcomes from USPTO patents with 853,638 reactions. The task is: Predict the reaction yield, written as a fraction of the theoretical maximum amount of product (1.0 means a 100% yield; for example, 0.34 means a 34% yield). (1) The reactants are [CH3:1][C:2]1C2C(=O)OC(=O)[NH:7][C:6]=2[CH:5]=[CH:4][CH:3]=1.O=[C:15]([CH3:22])[CH2:16][C:17]([O:19][CH2:20][CH3:21])=[O:18].[OH-].[Na+].O=P(Cl)(Cl)[Cl:27].O1[CH2:35][CH2:34]OCC1. No catalyst specified. The product is [Cl:27][C:15]1[C:22]2[C:6](=[CH:5][CH:4]=[CH:3][C:2]=2[CH3:1])[N:7]=[C:34]([CH3:35])[C:16]=1[C:17]([O:19][CH2:20][CH3:21])=[O:18]. The yield is 0.260. (2) The yield is 0.900. The reactants are [O:1]=[C:2]1[C:7]([CH2:8][C:9]2[CH:14]=[CH:13][C:12]([C:15]3[C:16]([C:21]#[N:22])=[CH:17][CH:18]=[CH:19][CH:20]=3)=[CH:11][CH:10]=2)=[C:6]([CH2:23][CH2:24][CH3:25])[N:5]2[N:26]=[CH:27][N:28]=[C:4]2[NH:3]1.[F:29][C:30]1[CH:31]=[C:32](B(O)O)[CH:33]=[CH:34][C:35]=1[O:36][CH3:37].C(N(CC)CC)C.N1C=CC=CC=1. The product is [F:29][C:30]1[CH:31]=[C:32]([N:3]2[C:2](=[O:1])[C:7]([CH2:8][C:9]3[CH:10]=[CH:11][C:12]([C:15]4[C:16]([C:21]#[N:22])=[CH:17][CH:18]=[CH:19][CH:20]=4)=[CH:13][CH:14]=3)=[C:6]([CH2:23][CH2:24][CH3:25])[N:5]3[N:26]=[CH:27][N:28]=[C:4]23)[CH:33]=[CH:34][C:35]=1[O:36][CH3:37]. The catalyst is ClCCl.C(OCC)(=O)C.C([O-])(=O)C.[Cu+2].C([O-])(=O)C. (3) The catalyst is C1C=CC(P(C2C=CC=CC=2)C2C=CC=CC=2)=CC=1.C1C=CC(P(C2C=CC=CC=2)C2C=CC=CC=2)=CC=1.Cl[Pd]Cl.O.C(#N)C. The product is [CH:26]1[C:27]2[C:22](=[CH:21][CH:20]=[CH:19][CH:18]=2)[CH:23]=[CH:24][C:25]=1[C:2]1[CH:7]=[C:6]([C:8]2[CH:17]=[CH:16][C:15]3[C:10](=[CH:11][CH:12]=[CH:13][CH:14]=3)[CH:9]=2)[N:5]=[CH:4][N:3]=1. The reactants are Cl[C:2]1[CH:7]=[C:6]([C:8]2[CH:17]=[CH:16][C:15]3[C:10](=[CH:11][CH:12]=[CH:13][CH:14]=3)[CH:9]=2)[N:5]=[CH:4][N:3]=1.[CH:18]1[C:27]2[C:22](=[CH:23][CH:24]=[CH:25][CH:26]=2)[CH:21]=[CH:20][C:19]=1B(O)O.C(=O)([O-])[O-].[Na+].[Na+]. The yield is 0.190. (4) The reactants are Br[C:2]1[CH:11]=[C:10]([C:12]([N:14]2[CH2:19][CH2:18][CH:17]([N:20]3[CH2:32][CH2:31][CH2:30][C:22]4([C:26](=[O:27])[O:25][C:24]([CH3:29])([CH3:28])[CH2:23]4)[CH2:21]3)[CH2:16][CH2:15]2)=[O:13])[C:9]2[C:4](=[CH:5][CH:6]=[CH:7][CH:8]=2)[N:3]=1.[NH:33]1[CH2:38][CH2:37][CH:36]([C:39]([O:41][CH2:42][CH3:43])=[O:40])[CH2:35][CH2:34]1.C(=O)([O-])[O-].[K+].[K+].CS(C)=O. The catalyst is C(OCC)(=O)C. The product is [CH3:28][C:24]1([CH3:29])[CH2:23][C:22]2([CH2:30][CH2:31][CH2:32][N:20]([CH:17]3[CH2:18][CH2:19][N:14]([C:12]([C:10]4[C:9]5[C:4](=[CH:5][CH:6]=[CH:7][CH:8]=5)[N:3]=[C:2]([N:33]5[CH2:38][CH2:37][CH:36]([C:39]([O:41][CH2:42][CH3:43])=[O:40])[CH2:35][CH2:34]5)[CH:11]=4)=[O:13])[CH2:15][CH2:16]3)[CH2:21]2)[C:26](=[O:27])[O:25]1. The yield is 0.630. (5) The reactants are Cl[C:2]1[N:7]=[C:6]([C:8]2[S:12][C:11]([C:13]([CH3:16])([CH3:15])[CH3:14])=[N:10][C:9]=2[C:17]2[C:18]([F:35])=[C:19]([NH:23][S:24]([C:27]3[C:32]([F:33])=[CH:31][CH:30]=[CH:29][C:28]=3[F:34])(=[O:26])=[O:25])[CH:20]=[CH:21][CH:22]=2)[CH:5]=[CH:4][N:3]=1.[CH3:36][S:37]([N:40]1[CH2:45][CH2:44][CH:43]([NH2:46])[CH2:42][CH2:41]1)(=[O:39])=[O:38]. The catalyst is FC(F)(F)CO. The product is [CH3:14][C:13]([C:11]1[S:12][C:8]([C:6]2[CH:5]=[CH:4][N:3]=[C:2]([NH:46][CH:43]3[CH2:44][CH2:45][N:40]([S:37]([CH3:36])(=[O:39])=[O:38])[CH2:41][CH2:42]3)[N:7]=2)=[C:9]([C:17]2[C:18]([F:35])=[C:19]([NH:23][S:24]([C:27]3[C:32]([F:33])=[CH:31][CH:30]=[CH:29][C:28]=3[F:34])(=[O:26])=[O:25])[CH:20]=[CH:21][CH:22]=2)[N:10]=1)([CH3:16])[CH3:15]. The yield is 0.200.